Dataset: Reaction yield outcomes from USPTO patents with 853,638 reactions. Task: Predict the reaction yield, written as a fraction of the theoretical maximum amount of product (1.0 means a 100% yield; for example, 0.34 means a 34% yield). (1) The reactants are C(=O)(O)[O-:2].[Na+].[CH:6](=[N:13][S:14]([C:17]1[CH:22]=[CH:21][C:20]([CH3:23])=[CH:19][CH:18]=1)(=[O:16])=[O:15])[C:7]1[CH:12]=[CH:11][CH:10]=[CH:9][CH:8]=1.ClC1C=CC=C(C(OO)=O)C=1. The catalyst is [Cl-].C([N+](CC)(CC)CC)C1C=CC=CC=1.C(Cl)(Cl)Cl. The product is [C:7]1([CH:6]2[O:2][N:13]2[S:14]([C:17]2[CH:18]=[CH:19][C:20]([CH3:23])=[CH:21][CH:22]=2)(=[O:16])=[O:15])[CH:8]=[CH:9][CH:10]=[CH:11][CH:12]=1. The yield is 0.950. (2) The reactants are [CH:1]([C:4]1[CH:5]=[C:6]([CH:10]=[C:11]([CH:15]([CH3:17])[CH3:16])[C:12]=1[O:13][CH3:14])[C:7]([OH:9])=O)([CH3:3])[CH3:2].C(Cl)(=O)C(Cl)=O.[Sn](Cl)(Cl)(Cl)Cl.[Br:29][C:30]1[CH:43]=[CH:42][C:33]([CH2:34][C:35]2[O:36][C:37]([CH3:41])=[C:38]([CH3:40])[CH:39]=2)=[CH:32][CH:31]=1. The catalyst is CN(C)C=O.C(Cl)Cl. The product is [Br:29][C:30]1[CH:43]=[CH:42][C:33]([CH2:34][C:35]2[O:36][C:37]([CH3:41])=[C:38]([CH3:40])[C:39]=2[C:7]([C:6]2[CH:10]=[C:11]([CH:15]([CH3:17])[CH3:16])[C:12]([O:13][CH3:14])=[C:4]([CH:1]([CH3:2])[CH3:3])[CH:5]=2)=[O:9])=[CH:32][CH:31]=1. The yield is 0.770. (3) The reactants are [Cl:1][C:2]1[S:6][C:5]([S:7]([NH:10][C:11]2[CH:19]=[CH:18][C:14]([C:15]([OH:17])=[O:16])=[C:13]([OH:20])[CH:12]=2)(=[O:9])=[O:8])=[CH:4][C:3]=1[C:21]1[CH:26]=[C:25]([F:27])[CH:24]=[CH:23][C:22]=1[OH:28].[CH2:29](O)[CH3:30]. No catalyst specified. The product is [Cl:1][C:2]1[S:6][C:5]([S:7]([NH:10][C:11]2[CH:19]=[CH:18][C:14]([C:15]([O:17][CH2:29][CH3:30])=[O:16])=[C:13]([OH:20])[CH:12]=2)(=[O:9])=[O:8])=[CH:4][C:3]=1[C:21]1[CH:26]=[C:25]([F:27])[CH:24]=[CH:23][C:22]=1[OH:28]. The yield is 0.920. (4) The reactants are [OH:1][C:2]1[CH:9]=[C:8]([O:10][CH3:11])[C:5]([CH:6]=O)=[C:4]([O:12][CH3:13])[CH:3]=1.[NH:14]1[CH2:19][CH2:18][CH2:17][CH2:16][CH2:15]1.C(O)(=O)C.C([BH3-])#N.[Na+]. The catalyst is CO. The product is [CH3:13][O:12][C:4]1[CH:3]=[C:2]([OH:1])[CH:9]=[C:8]([O:10][CH3:11])[C:5]=1[CH2:6][N:14]1[CH2:19][CH2:18][CH2:17][CH2:16][CH2:15]1. The yield is 0.530.